Dataset: Reaction yield outcomes from USPTO patents with 853,638 reactions. Task: Predict the reaction yield, written as a fraction of the theoretical maximum amount of product (1.0 means a 100% yield; for example, 0.34 means a 34% yield). (1) The reactants are [C:1]([O:5][C:6](=[O:40])[N:7]([C:17]1[S:18][C:19]2[CH2:28][CH2:27][CH:26]([OH:29])[C:25]3[C:21](=[CH:22][N:23]([CH2:30][C:31]4[CH:36]=[CH:35][C:34]([O:37][CH3:38])=[CH:33][CH:32]=4)[N:24]=3)[C:20]=2[N:39]=1)[CH2:8][C:9]1[CH:14]=[CH:13][C:12]([O:15][CH3:16])=[CH:11][CH:10]=1)([CH3:4])([CH3:3])[CH3:2].[CH3:41]I.[H-].[Na+].O. The catalyst is C1COCC1. The product is [C:1]([O:5][C:6](=[O:40])[N:7]([CH2:8][C:9]1[CH:10]=[CH:11][C:12]([O:15][CH3:16])=[CH:13][CH:14]=1)[C:17]1[S:18][C:19]2[CH2:28][CH2:27][CH:26]([O:29][CH3:41])[C:25]3[C:21](=[CH:22][N:23]([CH2:30][C:31]4[CH:32]=[CH:33][C:34]([O:37][CH3:38])=[CH:35][CH:36]=4)[N:24]=3)[C:20]=2[N:39]=1)([CH3:4])([CH3:2])[CH3:3]. The yield is 0.900. (2) The reactants are [CH3:1][O:2][C:3]1[N:4]=[CH:5][C:6]([NH2:9])=[N:7][CH:8]=1.[Cl-].C[Al+]C.[CH2:14]([N:16]1[CH:24]=[C:23]2[C:18]([CH:19]=[C:20]([C:36](OC)=[O:37])[CH:21]=[C:22]2[O:25][C:26]2[CH:31]=[CH:30][C:29]([S:32]([CH3:35])(=[O:34])=[O:33])=[CH:28][CH:27]=2)=[N:17]1)[CH3:15].C(C(C(C([O-])=O)O)O)([O-])=O.[Na+].[K+]. The catalyst is ClC(Cl)C. The product is [CH2:14]([N:16]1[CH:24]=[C:23]2[C:18]([CH:19]=[C:20]([C:36]([NH:9][C:6]3[CH:5]=[N:4][C:3]([O:2][CH3:1])=[CH:8][N:7]=3)=[O:37])[CH:21]=[C:22]2[O:25][C:26]2[CH:27]=[CH:28][C:29]([S:32]([CH3:35])(=[O:34])=[O:33])=[CH:30][CH:31]=2)=[N:17]1)[CH3:15]. The yield is 0.160. (3) The reactants are [NH2:1][C:2]1[CH:10]=[CH:9][CH:8]=[C:7]2[C:3]=1[C:4](=[O:20])[N:5]([CH:12]1[CH2:17][CH2:16][C:15](=[O:18])[NH:14][C:13]1=[O:19])[C:6]2=[O:11].[CH:21](=O)[CH2:22][CH2:23][CH2:24][CH2:25][CH2:26][CH3:27].C(O)(=O)C.[BH4-].[Na+]. The catalyst is CN(C=O)C. The product is [O:19]=[C:13]1[CH:12]([N:5]2[C:4](=[O:20])[C:3]3[C:7](=[CH:8][CH:9]=[CH:10][C:2]=3[NH:1][CH2:21][CH2:22][CH2:23][CH2:24][CH2:25][CH2:26][CH3:27])[C:6]2=[O:11])[CH2:17][CH2:16][C:15](=[O:18])[NH:14]1. The yield is 0.410. (4) The reactants are [NH2:1][C:2]1[S:3][CH:4]=[CH:5][C:6]=1[C:7]([O:9]CC)=O.Cl.Cl[C:14]([NH2:16])=[NH:15].CS(C)(=O)=O.[OH-].[NH4+]. The catalyst is O. The product is [NH2:15][C:14]1[NH:16][C:7](=[O:9])[C:6]2[CH:5]=[CH:4][S:3][C:2]=2[N:1]=1. The yield is 0.710. (5) The reactants are [C:1]([O:6][C@@H:7]1[C@@H:15]([CH2:16][CH2:17]OS(C)(=O)=O)[C:14](=[O:23])[O:13][CH2:12][C@H:11]([NH:24][C:25]([O:27][C:28]([CH3:31])([CH3:30])[CH3:29])=[O:26])[C:10](=[O:32])[O:9][C@H:8]1[CH3:33])(=[O:5])[CH:2]([CH3:4])[CH3:3].[N-:34]=[N+:35]=[N-:36].[Na+].[Cl:38][C:39]1[CH:44]=[CH:43][CH:42]=[C:41]([C:45]#[CH:46])[CH:40]=1.O=C1O[C@H]([C@H](CO)O)C([O-])=C1O.[Na+]. The catalyst is CN(C=O)C.[O-]S([O-])(=O)=O.[Cu+2]. The product is [C:1]([O:6][C@@H:7]1[C@@H:15]([CH2:16][CH2:17][N:34]2[CH:46]=[C:45]([C:41]3[CH:42]=[CH:43][CH:44]=[C:39]([Cl:38])[CH:40]=3)[N:36]=[N:35]2)[C:14](=[O:23])[O:13][CH2:12][C@H:11]([NH:24][C:25]([O:27][C:28]([CH3:31])([CH3:29])[CH3:30])=[O:26])[C:10](=[O:32])[O:9][C@H:8]1[CH3:33])(=[O:5])[CH:2]([CH3:4])[CH3:3]. The yield is 0.640. (6) The reactants are FC1(F)CC1C[N:6]1CCN(C2SC(C(O)=O)=C(C)N=2)C1=O.[F:22][C:23]1([F:42])[CH2:25][CH:24]1[CH2:26][N:27]1[C:31](=[O:32])[N:30]([C:33]2[S:34][C:35]([C:39](O)=[O:40])=[C:36]([CH3:38])[N:37]=2)[CH:29]=[N:28]1.[Cl-].[NH4+]. No catalyst specified. The product is [F:22][C:23]1([F:42])[CH2:25][CH:24]1[CH2:26][N:27]1[C:31](=[O:32])[N:30]([C:33]2[S:34][C:35]([C:39]([NH2:6])=[O:40])=[C:36]([CH3:38])[N:37]=2)[CH:29]=[N:28]1. The yield is 0.620.